From a dataset of Peptide-MHC class I binding affinity with 185,985 pairs from IEDB/IMGT. Regression. Given a peptide amino acid sequence and an MHC pseudo amino acid sequence, predict their binding affinity value. This is MHC class I binding data. The peptide sequence is GAPQLNPI. The MHC is Mamu-A02 with pseudo-sequence Mamu-A02. The binding affinity (normalized) is 0.